From a dataset of Forward reaction prediction with 1.9M reactions from USPTO patents (1976-2016). Predict the product of the given reaction. (1) Given the reactants [F:1][C:2]1[CH:3]=[C:4]([CH:7]=[CH:8][C:9]=1[NH:10][CH2:11][CH2:12][CH2:13][N:14]1[CH2:18][CH2:17][CH2:16][CH2:15]1)[CH:5]=O.[NH:19]1[CH2:24][CH2:23][CH:22]([NH:25][C:26]([C:28]2[O:29][C:30]3[C:35]([C:36](=[O:38])[CH:37]=2)=[CH:34][CH:33]=[C:32]([F:39])[CH:31]=3)=[O:27])[CH2:21][CH2:20]1.C(O[BH-](OC(=O)C)OC(=O)C)(=O)C.[Na+].C1COCC1, predict the reaction product. The product is: [F:39][C:32]1[CH:31]=[C:30]2[C:35]([C:36](=[O:38])[CH:37]=[C:28]([C:26]([NH:25][CH:22]3[CH2:23][CH2:24][N:19]([CH2:5][C:4]4[CH:7]=[CH:8][C:9]([NH:10][CH2:11][CH2:12][CH2:13][N:14]5[CH2:18][CH2:17][CH2:16][CH2:15]5)=[C:2]([F:1])[CH:3]=4)[CH2:20][CH2:21]3)=[O:27])[O:29]2)=[CH:34][CH:33]=1. (2) Given the reactants [Cl:1][C:2]1[CH:3]=[C:4]([NH:11][S:12]([C:15]2[CH:20]=[CH:19][C:18]([Cl:21])=[C:17]([C:22]([F:25])([F:24])[F:23])[CH:16]=2)(=[O:14])=[O:13])[C:5]([C:8](O)=[O:9])=[N:6][CH:7]=1.[O:26]1[CH2:31][CH2:30][NH:29][C:28]2[N:32]=[CH:33][CH:34]=[CH:35][C:27]1=2.C(P1(=O)OP(CCC)(=O)OP(CCC)(=O)O1)CC, predict the reaction product. The product is: [Cl:21][C:18]1[CH:19]=[CH:20][C:15]([S:12]([NH:11][C:4]2[C:5]([C:8]([N:29]3[CH2:30][CH2:31][O:26][C:27]4[CH:35]=[CH:34][CH:33]=[N:32][C:28]3=4)=[O:9])=[N:6][CH:7]=[C:2]([Cl:1])[CH:3]=2)(=[O:13])=[O:14])=[CH:16][C:17]=1[C:22]([F:24])([F:23])[F:25]. (3) Given the reactants [O:1]=[C:2]1[CH:7]([N:8]2[C:16](=[O:17])C3C(=CC=CC=3NCC(O)=O)[C:9]2=[O:23])[CH2:6][CH2:5][C:4](=[O:24])[NH:3]1.[CH:25]1[CH:26]=[CH:27][C:28]2N(O)N=[N:31][C:29]=2[CH:30]=1.C1CCN2[C:38](=[N:39][CH2:40]CC2)[CH2:37]C1.CNC.CN(C=[O:53])C, predict the reaction product. The product is: [O:1]=[C:2]1[CH:7]([N:8]2[C:9](=[O:23])[C:28]3[C:27](=[CH:26][CH:25]=[CH:30][C:29]=3[NH:31][CH2:37][C:38]([NH:39][CH3:40])=[O:53])[C:16]2=[O:17])[CH2:6][CH2:5][C:4](=[O:24])[NH:3]1. (4) Given the reactants [CH3:1][O:2][C:3]([C:5]1[CH:6]=[CH:7][C:8]2[O:13][C:12](=[CH:14][N:15]([CH3:17])[CH3:16])[CH:11](Cl)[NH:10][C:9]=2[CH:19]=1)=[O:4].[C:20]([O:24][C:25](=[O:40])[NH:26][CH2:27][CH2:28][CH2:29][N:30]1[CH2:35][CH2:34][CH:33]([NH:36][C:37]([NH2:39])=[O:38])[CH2:32][CH2:31]1)([CH3:23])([CH3:22])[CH3:21].CC1(C)C2C(=C(P(C3C=CC=CC=3)C3C=CC=CC=3)C=CC=2)OC2C(P(C3C=CC=CC=3)C3C=CC=CC=3)=CC=CC1=2.C([O-])([O-])=O.[Cs+].[Cs+], predict the reaction product. The product is: [CH3:1][O:2][C:3]([C:5]1[CH:6]=[CH:7][C:8]2[O:13][C:12](=[CH:14][N:15]([CH3:17])[CH3:16])[CH:11]([NH:39][C:37]([NH:36][CH:33]3[CH2:32][CH2:31][N:30]([CH2:29][CH2:28][CH2:27][NH:26][C:25]([O:24][C:20]([CH3:23])([CH3:22])[CH3:21])=[O:40])[CH2:35][CH2:34]3)=[O:38])[NH:10][C:9]=2[CH:19]=1)=[O:4]. (5) Given the reactants [ClH:1].[C:2]1([S:8]([N:11]2[C:15]3=[N:16][CH:17]=[N:18][C:19]([N:20]4[CH2:25][CH2:24][NH:23][CH2:22][CH2:21]4)=[C:14]3[C:13]([Br:26])=[N:12]2)(=[O:10])=[O:9])[CH:7]=[CH:6][CH:5]=[CH:4][CH:3]=1, predict the reaction product. The product is: [ClH:1].[ClH:1].[C:2]1([S:8]([N:11]2[C:15]3=[N:16][CH:17]=[N:18][C:19]([N:20]4[CH2:21][CH2:22][NH:23][CH2:24][CH2:25]4)=[C:14]3[C:13]([Br:26])=[N:12]2)(=[O:9])=[O:10])[CH:3]=[CH:4][CH:5]=[CH:6][CH:7]=1. (6) Given the reactants [C:1]([O-:4])([OH:3])=O.[Na+].Cl.[NH:7]1[CH2:12][CH2:11][CH2:10][CH2:9][CH:8]1[CH2:13][CH2:14][CH2:15][C:16]([O:18][CH3:19])=[O:17].ClC[C:22](=O)[CH2:23][C:24](OCC)=O.O.[CH3:31]O, predict the reaction product. The product is: [C:23]([O:3][C:1]([N:7]1[CH2:12][CH2:11][CH2:10][CH2:9][CH:8]1[CH2:13][CH2:14][CH2:15][C:16]([O:18][CH3:19])=[O:17])=[O:4])([CH3:22])([CH3:24])[CH3:31]. (7) The product is: [CH3:39][N:35]1[CH:36]=[CH:37][N:38]=[C:34]1[CH2:33][N:25]([CH2:24][C:21]1[CH:22]=[CH:23][C:18]([CH2:17][N:5]([CH2:4][C:3]([OH:40])=[O:2])[CH2:6][CH2:7][CH2:8][CH2:9][N:10]([CH2:14][CH2:15][CH3:16])[CH2:11][CH2:12][CH3:13])=[CH:19][CH:20]=1)[CH2:26][C:27]1[N:28]([CH3:32])[CH:29]=[CH:30][N:31]=1. Given the reactants C[O:2][C:3](=[O:40])[CH2:4][N:5]([CH2:17][C:18]1[CH:23]=[CH:22][C:21]([CH2:24][N:25]([CH2:33][C:34]2[N:35]([CH3:39])[CH:36]=[CH:37][N:38]=2)[CH2:26][C:27]2[N:28]([CH3:32])[CH:29]=[CH:30][N:31]=2)=[CH:20][CH:19]=1)[CH2:6][CH2:7][CH2:8][CH2:9][N:10]([CH2:14][CH2:15][CH3:16])[CH2:11][CH2:12][CH3:13], predict the reaction product. (8) Given the reactants [C:1]([O:5][C:6]([N:8]1[CH2:15][CH:14]2[CH:10]([CH2:11][NH:12][CH2:13]2)[CH2:9]1)=[O:7])([CH3:4])([CH3:3])[CH3:2].[F:16][C@H:17]1[CH2:19][C@H:18]1[C:20](O)=[O:21].C(N(CC)CC)C.F[P-](F)(F)(F)(F)F.N1(OC(N(C)C)=[N+](C)C)C2C=CC=CC=2N=N1, predict the reaction product. The product is: [C:1]([O:5][C:6]([N:8]1[CH2:9][CH:10]2[CH:14]([CH2:13][N:12]([C:20]([CH:18]3[CH2:19][CH:17]3[F:16])=[O:21])[CH2:11]2)[CH2:15]1)=[O:7])([CH3:4])([CH3:2])[CH3:3]. (9) Given the reactants [CH2:1]([NH:5][C:6]1[CH:11]=[CH:10][C:9]([O:12][CH3:13])=[CH:8][CH:7]=1)[CH2:2][CH:3]=[CH2:4].C([O-])([O-])=O.[K+].[K+].[C:20](Cl)(=[O:23])[CH:21]=[CH2:22], predict the reaction product. The product is: [CH2:1]([N:5]([C:6]1[CH:7]=[CH:8][C:9]([O:12][CH3:13])=[CH:10][CH:11]=1)[C:20](=[O:23])[CH:21]=[CH2:22])[CH2:2][CH:3]=[CH2:4]. (10) Given the reactants Cl[C:2]1[CH:7]=[CH:6][N:5]=[C:4]2[CH:8]=[C:9]([C:11]3[CH:12]=[N:13][N:14]([CH2:16][CH2:17][N:18]([CH3:26])[C:19](=[O:25])[O:20][C:21]([CH3:24])([CH3:23])[CH3:22])[CH:15]=3)[S:10][C:3]=12.[F:27][C:28]1[CH:48]=[C:47]([N+:49]([O-:51])=[O:50])[CH:46]=[CH:45][C:29]=1[O:30]C1C=CN=C2C=C(C3SC=CN=3)SC=12, predict the reaction product. The product is: [F:27][C:28]1[CH:48]=[C:47]([N+:49]([O-:51])=[O:50])[CH:46]=[CH:45][C:29]=1[O:30][C:2]1[CH:7]=[CH:6][N:5]=[C:4]2[CH:8]=[C:9]([C:11]3[CH:12]=[N:13][N:14]([CH2:16][CH2:17][N:18]([CH3:26])[C:19](=[O:25])[O:20][C:21]([CH3:24])([CH3:23])[CH3:22])[CH:15]=3)[S:10][C:3]=12.